Dataset: NCI-60 drug combinations with 297,098 pairs across 59 cell lines. Task: Regression. Given two drug SMILES strings and cell line genomic features, predict the synergy score measuring deviation from expected non-interaction effect. (1) Drug 1: C1=CN(C(=O)N=C1N)C2C(C(C(O2)CO)O)O.Cl. Drug 2: CCC(=C(C1=CC=CC=C1)C2=CC=C(C=C2)OCCN(C)C)C3=CC=CC=C3.C(C(=O)O)C(CC(=O)O)(C(=O)O)O. Cell line: SW-620. Synergy scores: CSS=29.0, Synergy_ZIP=-4.65, Synergy_Bliss=-0.646, Synergy_Loewe=-17.4, Synergy_HSA=0.322. (2) Drug 1: CC12CCC3C(C1CCC2O)C(CC4=C3C=CC(=C4)O)CCCCCCCCCS(=O)CCCC(C(F)(F)F)(F)F. Synergy scores: CSS=39.1, Synergy_ZIP=1.71, Synergy_Bliss=4.25, Synergy_Loewe=-18.3, Synergy_HSA=4.84. Drug 2: CCC1=C2CN3C(=CC4=C(C3=O)COC(=O)C4(CC)O)C2=NC5=C1C=C(C=C5)O. Cell line: SN12C.